From a dataset of NCI-60 drug combinations with 297,098 pairs across 59 cell lines. Regression. Given two drug SMILES strings and cell line genomic features, predict the synergy score measuring deviation from expected non-interaction effect. (1) Drug 1: CC12CCC3C(C1CCC2O)C(CC4=C3C=CC(=C4)O)CCCCCCCCCS(=O)CCCC(C(F)(F)F)(F)F. Drug 2: C1C(C(OC1N2C=NC(=NC2=O)N)CO)O. Cell line: HCT116. Synergy scores: CSS=24.6, Synergy_ZIP=-0.802, Synergy_Bliss=1.36, Synergy_Loewe=-8.74, Synergy_HSA=4.70. (2) Drug 1: C1=CC(=CC=C1CCCC(=O)O)N(CCCl)CCCl. Drug 2: C1CN1P(=S)(N2CC2)N3CC3. Cell line: MDA-MB-435. Synergy scores: CSS=-10.2, Synergy_ZIP=-1.81, Synergy_Bliss=-11.4, Synergy_Loewe=-12.7, Synergy_HSA=-12.3. (3) Drug 1: C1=CC(=CC=C1C#N)C(C2=CC=C(C=C2)C#N)N3C=NC=N3. Drug 2: CC1=C2C(C(=O)C3(C(CC4C(C3C(C(C2(C)C)(CC1OC(=O)C(C(C5=CC=CC=C5)NC(=O)C6=CC=CC=C6)O)O)OC(=O)C7=CC=CC=C7)(CO4)OC(=O)C)O)C)OC(=O)C. Cell line: SNB-75. Synergy scores: CSS=-1.51, Synergy_ZIP=-0.397, Synergy_Bliss=0.664, Synergy_Loewe=-8.23, Synergy_HSA=-3.98. (4) Drug 1: CCC1(CC2CC(C3=C(CCN(C2)C1)C4=CC=CC=C4N3)(C5=C(C=C6C(=C5)C78CCN9C7C(C=CC9)(C(C(C8N6C=O)(C(=O)OC)O)OC(=O)C)CC)OC)C(=O)OC)O.OS(=O)(=O)O. Drug 2: C1=CC=C(C=C1)NC(=O)CCCCCCC(=O)NO. Cell line: MDA-MB-435. Synergy scores: CSS=25.8, Synergy_ZIP=-2.40, Synergy_Bliss=-2.28, Synergy_Loewe=-29.4, Synergy_HSA=-2.84. (5) Drug 1: C1CC(C1)(C(=O)O)C(=O)O.[NH2-].[NH2-].[Pt+2]. Drug 2: C1=CC=C(C=C1)NC(=O)CCCCCCC(=O)NO. Cell line: UACC62. Synergy scores: CSS=49.7, Synergy_ZIP=5.23, Synergy_Bliss=7.66, Synergy_Loewe=-8.76, Synergy_HSA=7.51. (6) Drug 1: C1CN1C2=NC(=NC(=N2)N3CC3)N4CC4. Drug 2: C(=O)(N)NO. Cell line: HCT116. Synergy scores: CSS=52.4, Synergy_ZIP=0.152, Synergy_Bliss=-0.0348, Synergy_Loewe=-35.0, Synergy_HSA=-4.20. (7) Drug 1: CC=C1C(=O)NC(C(=O)OC2CC(=O)NC(C(=O)NC(CSSCCC=C2)C(=O)N1)C(C)C)C(C)C. Drug 2: CC(C)CN1C=NC2=C1C3=CC=CC=C3N=C2N. Cell line: NCI-H460. Synergy scores: CSS=58.8, Synergy_ZIP=1.30, Synergy_Bliss=0.279, Synergy_Loewe=-34.1, Synergy_HSA=-1.35. (8) Drug 1: C1=C(C(=O)NC(=O)N1)F. Drug 2: C1CC(C1)(C(=O)O)C(=O)O.[NH2-].[NH2-].[Pt+2]. Cell line: RXF 393. Synergy scores: CSS=62.0, Synergy_ZIP=-6.56, Synergy_Bliss=-4.44, Synergy_Loewe=-4.84, Synergy_HSA=-0.0945.